This data is from NCI-60 drug combinations with 297,098 pairs across 59 cell lines. The task is: Regression. Given two drug SMILES strings and cell line genomic features, predict the synergy score measuring deviation from expected non-interaction effect. (1) Cell line: NCI/ADR-RES. Drug 1: CC1C(C(CC(O1)OC2CC(CC3=C2C(=C4C(=C3O)C(=O)C5=C(C4=O)C(=CC=C5)OC)O)(C(=O)CO)O)N)O.Cl. Synergy scores: CSS=1.70, Synergy_ZIP=-2.72, Synergy_Bliss=-6.33, Synergy_Loewe=-4.30, Synergy_HSA=-6.41. Drug 2: CC1=CC2C(CCC3(C2CCC3(C(=O)C)OC(=O)C)C)C4(C1=CC(=O)CC4)C. (2) Drug 1: CS(=O)(=O)C1=CC(=C(C=C1)C(=O)NC2=CC(=C(C=C2)Cl)C3=CC=CC=N3)Cl. Drug 2: C1C(C(OC1N2C=C(C(=O)NC2=O)F)CO)O. Cell line: OVCAR-8. Synergy scores: CSS=43.4, Synergy_ZIP=0.584, Synergy_Bliss=-0.725, Synergy_Loewe=-21.6, Synergy_HSA=1.10.